Dataset: Forward reaction prediction with 1.9M reactions from USPTO patents (1976-2016). Task: Predict the product of the given reaction. (1) Given the reactants C(N(C(C)C)CC)(C)C.ClC(OC1C=CC([N+]([O-])=O)=CC=1)=O.[NH2:23][C@H:24]([CH2:44][C:45]1[CH:50]=[CH:49][C:48]([O:51][CH3:52])=[CH:47][CH:46]=1)[C:25]([N:27]1[CH2:32][CH2:31][C:30]([C:39](=[O:43])CCC)([CH:33]2[CH2:38][CH2:37][CH2:36][CH2:35][CH2:34]2)[CH2:29][CH2:28]1)=[O:26].F[C:54](F)(F)[C:55]([OH:57])=O.FC(F)(F)[C:62]([OH:64])=O.[NH:67]1[CH:71]=[C:70]([CH2:72][CH2:73][CH2:74][CH2:75][CH2:76][NH2:77])[N:69]=[CH:68]1, predict the reaction product. The product is: [CH:33]1([C:30]2([C:39]([O:57][CH2:55][CH3:54])=[O:43])[CH2:31][CH2:32][N:27]([C:25](=[O:26])[C@H:24]([NH:23][C:62]([NH:77][CH2:76][CH2:75][CH2:74][CH2:73][CH2:72][C:70]3[N:69]=[CH:68][NH:67][CH:71]=3)=[O:64])[CH2:44][C:45]3[CH:46]=[CH:47][C:48]([O:51][CH3:52])=[CH:49][CH:50]=3)[CH2:28][CH2:29]2)[CH2:34][CH2:35][CH2:36][CH2:37][CH2:38]1. (2) Given the reactants [Cl:1][C:2]1[CH:3]=[C:4]([CH:8]=[C:9]([Cl:12])[C:10]=1[F:11])[C:5](Cl)=[O:6].ClC1C=C(C(F)(F)F)C=C(Cl)C=1F.S(=O)(=O)(O)[OH:27].ClS(O)(=O)=O, predict the reaction product. The product is: [Cl:1][C:2]1[CH:3]=[C:4]([CH:8]=[C:9]([Cl:12])[C:10]=1[F:11])[C:5]([OH:27])=[O:6].